From a dataset of Full USPTO retrosynthesis dataset with 1.9M reactions from patents (1976-2016). Predict the reactants needed to synthesize the given product. (1) The reactants are: [NH2:1][C:2]1[C:12]([O:13][CH3:14])=[CH:11][CH:10]=[C:4]2[C:5]([O:7][C:8](=[O:9])[C:3]=12)=[O:6].[CH2:15]([O:17][C:18]1[CH:19]=[C:20]([C@H:26]([NH2:32])[CH2:27][S:28]([CH3:31])(=[O:30])=[O:29])[CH:21]=[CH:22][C:23]=1[O:24][CH3:25])[CH3:16]. Given the product [NH2:1][C:2]1[C:12]([O:13][CH3:14])=[CH:11][CH:10]=[C:4]2[C:5]([O:7][C:8](=[O:9])[C:3]=12)=[O:6].[NH2:1][C:2]1[C:12]([O:13][CH3:14])=[CH:11][CH:10]=[C:4]2[C:3]=1[C:8](=[O:9])[N:32]([C@@H:26]([C:20]1[CH:21]=[CH:22][C:23]([O:24][CH3:25])=[C:18]([O:17][CH2:15][CH3:16])[CH:19]=1)[CH2:27][S:28]([CH3:31])(=[O:30])=[O:29])[C:5]2=[O:7], predict the reactants needed to synthesize it. (2) The reactants are: [Cl:1][C:2]1[C:7]([S:8]([N:11]2[C:15]([C:16]3[CH:21]=[CH:20][CH:19]=[CH:18][CH:17]=3)=[CH:14][C:13]([CH2:22][N:23](C)[C:24](=O)OC(C)(C)C)=[CH:12]2)(=[O:10])=[O:9])=[CH:6][CH:5]=[CH:4][N:3]=1.C(OCC)(=O)C.Cl. Given the product [ClH:1].[Cl:1][C:2]1[C:7]([S:8]([N:11]2[C:15]([C:16]3[CH:21]=[CH:20][CH:19]=[CH:18][CH:17]=3)=[CH:14][C:13]([CH2:22][NH:23][CH3:24])=[CH:12]2)(=[O:9])=[O:10])=[CH:6][CH:5]=[CH:4][N:3]=1, predict the reactants needed to synthesize it. (3) Given the product [N:63]1[CH:62]=[CH:61][CH:60]=[CH:65][C:64]=1[CH2:66][N:7]1[CH2:8][CH2:9][CH:10]([CH:13]2[C:26]3[CH:25]=[CH:24][C:23]([C:27]4[CH:32]=[CH:31][N:30]=[CH:29][CH:28]=4)=[CH:22][C:21]=3[O:20][C:19]3[C:14]2=[CH:15][CH:16]=[CH:17][CH:18]=3)[CH2:11][CH2:12]1, predict the reactants needed to synthesize it. The reactants are: O1C=CC(C[N:7]2[CH2:12][CH2:11][CH:10]([CH:13]3[C:26]4[CH:25]=[CH:24][C:23]([C:27]5[CH:32]=[CH:31][N:30]=[CH:29][CH:28]=5)=[CH:22][C:21]=4[O:20][C:19]4[C:14]3=[CH:15][CH:16]=[CH:17][CH:18]=4)[CH2:9][CH2:8]2)=C1.C(N(CC)C(C1C=CC2C(C3CCNCC3)C3C(OC=2C=1)=CC=CC=3)=O)C.[CH:60]1[CH:65]=[C:64]([CH:66]=O)[N:63]=[CH:62][CH:61]=1.O1C=CC(C=O)=C1. (4) Given the product [CH3:12][O:13][C:14](=[O:24])[C@H:15]([NH:23][C:9](=[O:10])[CH2:8][CH2:7][C:1]1[CH:6]=[CH:5][CH:4]=[CH:3][CH:2]=1)[CH2:16][C:17]1[CH:22]=[CH:21][CH:20]=[CH:19][CH:18]=1, predict the reactants needed to synthesize it. The reactants are: [C:1]1([CH2:7][CH2:8][C:9](O)=[O:10])[CH:6]=[CH:5][CH:4]=[CH:3][CH:2]=1.[CH3:12][O:13][C:14](=[O:24])[C@H:15]([NH2:23])[CH2:16][C:17]1[CH:22]=[CH:21][CH:20]=[CH:19][CH:18]=1.C(N(CC)CC)C. (5) Given the product [Br:1][C:2]1[C:15](=[O:16])[N:14]([CH2:20][CH2:21][CH2:22][OH:23])[C:5]2[N:6]=[C:7]([NH:11][CH2:12][CH3:13])[N:8]=[C:9]([CH3:10])[C:4]=2[CH:3]=1, predict the reactants needed to synthesize it. The reactants are: [Br:1][C:2]1[C:15](=[O:16])[NH:14][C:5]2[N:6]=[C:7]([NH:11][CH2:12][CH3:13])[N:8]=[C:9]([CH3:10])[C:4]=2[CH:3]=1.[H-].[Na+].Br[CH2:20][CH2:21][CH2:22][OH:23]. (6) Given the product [F:32][C:33]([F:35])([F:34])[C:25]1[C:23](=[O:24])[NH:22][C:20](=[O:21])[N:19]([CH:26]=1)[C@@H:6]1[O:7][C@H:8]([CH2:14][O:15][C:16](=[O:18])[CH3:17])[C@@H:9]([O:10][C:11](=[O:13])[CH3:12])[C@H:5]1[O:4][C:1](=[O:3])[CH3:2], predict the reactants needed to synthesize it. The reactants are: [C:1]([O:4][C@@H:5]1[C@H:9]([O:10][C:11](=[O:13])[CH3:12])[C@@H:8]([CH2:14][O:15][C:16](=[O:18])[CH3:17])[O:7][C@H:6]1[N:19]1[CH:26]=[CH:25][C:23](=[O:24])[NH:22][C:20]1=[O:21])(=[O:3])[CH3:2].S(=O)(=O)(O)O.[F:32][C:33](I)([F:35])[F:34].OO. (7) Given the product [NH2:1][C:4]1[CH:16]=[CH:15][C:7]2[O:8][C:9]3[CH:14]=[CH:13][CH:12]=[CH:11][C:10]=3[C:6]=2[CH:5]=1, predict the reactants needed to synthesize it. The reactants are: [N+:1]([C:4]1[CH:16]=[CH:15][C:7]2[O:8][C:9]3[CH:14]=[CH:13][CH:12]=[CH:11][C:10]=3[C:6]=2[CH:5]=1)([O-])=O.[H][H]. (8) Given the product [F:1][C:2]1[CH:9]=[C:8]([N:10]2[CH2:15][CH2:14][O:13][CH2:12][CH2:11]2)[CH:7]=[CH:6][C:3]=1[CH2:4][N:21]1[CH2:20][CH2:19][N:18]([C:23]([O:25][C:26]([CH3:29])([CH3:28])[CH3:27])=[O:24])[C@H:17]([CH3:16])[CH2:22]1, predict the reactants needed to synthesize it. The reactants are: [F:1][C:2]1[CH:9]=[C:8]([N:10]2[CH2:15][CH2:14][O:13][CH2:12][CH2:11]2)[CH:7]=[CH:6][C:3]=1[CH:4]=O.[CH3:16][C@@H:17]1[CH2:22][NH:21][CH2:20][CH2:19][N:18]1[C:23]([O:25][C:26]([CH3:29])([CH3:28])[CH3:27])=[O:24].ClCCCl.C(O[BH-](OC(=O)C)OC(=O)C)(=O)C.[Na+]. (9) Given the product [CH2:1]([C@@H:8]1[CH2:13][NH:12][CH2:11][CH2:10][N:9]1[C:21](=[O:42])[CH2:22][CH2:23][C:24]1[CH:41]=[CH:40][CH:39]=[CH:38][C:25]=1[O:26][C:27]1[CH:32]=[CH:31][CH:30]=[CH:29][C:28]=1[CH2:33][CH2:34][C:35]([OH:37])=[O:36])[C:2]1[CH:7]=[CH:6][CH:5]=[CH:4][CH:3]=1, predict the reactants needed to synthesize it. The reactants are: [CH2:1]([C@@H:8]1[CH2:13][N:12](C(OC(C)(C)C)=O)[CH2:11][CH2:10][N:9]1[C:21](=[O:42])[CH2:22][CH2:23][C:24]1[CH:41]=[CH:40][CH:39]=[CH:38][C:25]=1[O:26][C:27]1[CH:32]=[CH:31][CH:30]=[CH:29][C:28]=1[CH2:33][CH2:34][C:35]([OH:37])=[O:36])[C:2]1[CH:7]=[CH:6][CH:5]=[CH:4][CH:3]=1.C(O)(C(F)(F)F)=O. (10) The reactants are: C(N)C1C=CC=CC=1.[F:9][C:10]1[CH:11]=[C:12]([CH:15]=[CH:16][C:17]=1[F:18])[CH2:13][NH2:14].[O:19]=[C:20]1[N:24]([CH2:25][C:26]2[CH:27]=[N:28][CH:29]=[CH:30][CH:31]=2)[CH2:23][CH2:22][N:21]1[C:32]1[CH:33]=[C:34]([CH:39]=[CH:40][N:41]=1)[C:35](OC)=[O:36]. Given the product [F:9][C:10]1[CH:11]=[C:12]([CH:15]=[CH:16][C:17]=1[F:18])[CH2:13][NH:14][C:35](=[O:36])[C:34]1[CH:39]=[CH:40][N:41]=[C:32]([N:21]2[CH2:22][CH2:23][N:24]([CH2:25][C:26]3[CH:27]=[N:28][CH:29]=[CH:30][CH:31]=3)[C:20]2=[O:19])[CH:33]=1, predict the reactants needed to synthesize it.